From a dataset of Forward reaction prediction with 1.9M reactions from USPTO patents (1976-2016). Predict the product of the given reaction. (1) Given the reactants [I:1]I.C1C=CC(P(C2C=CC=CC=2)C2C=CC=CC=2)=CC=1.N1C=CN=C1.O[CH2:28][CH2:29][C:30]1[N:35]=[C:34]([NH:36][C:37](=[O:43])[O:38][C:39]([CH3:42])([CH3:41])[CH3:40])[CH:33]=[CH:32][CH:31]=1, predict the reaction product. The product is: [I:1][CH2:28][CH2:29][C:30]1[N:35]=[C:34]([NH:36][C:37](=[O:43])[O:38][C:39]([CH3:42])([CH3:41])[CH3:40])[CH:33]=[CH:32][CH:31]=1. (2) Given the reactants [Cl-].[C:2]([C:4]1[C:16]([N+:17]([O-:19])=[O:18])=[CH:15][CH:14]=[CH:13][C:5]=1[O:6][CH2:7][C@H:8]1[CH2:12][CH2:11][CH2:10][NH2+:9]1)#[N:3].CCN(CC)CC.[C:27](Cl)(=[O:31])[CH2:28][CH2:29][CH3:30], predict the reaction product. The product is: [C:27]([N:9]1[CH2:10][CH2:11][CH2:12][C@@H:8]1[CH2:7][O:6][C:5]1[CH:13]=[CH:14][CH:15]=[C:16]([N+:17]([O-:19])=[O:18])[C:4]=1[C:2]#[N:3])(=[O:31])[CH2:28][CH2:29][CH3:30]. (3) Given the reactants C(OC(N1C(CC)CC([N:16]([CH2:24][C:25]2[CH:30]=[C:29]([C:31]([F:34])([F:33])[F:32])[CH:28]=[C:27]([C:35]([F:38])([F:37])[F:36])[CH:26]=2)[C:17]2[N:22]=[CH:21][C:20]([Br:23])=[CH:19][N:18]=2)CC1CC1C=CC=CC=1)=O)(C)(C)C.[ClH:46], predict the reaction product. The product is: [ClH:46].[F:38][C:35]([F:36])([F:37])[C:27]1[CH:26]=[C:25]([CH:30]=[C:29]([C:31]([F:34])([F:33])[F:32])[CH:28]=1)[CH2:24][NH:16][C:17]1[N:22]=[CH:21][C:20]([Br:23])=[CH:19][N:18]=1. (4) Given the reactants [NH:1]1[CH:5]=[CH:4][C:3]([C:6]([O:8][CH3:9])=[O:7])=[N:2]1.C(=O)([O-])[O-].[Cs+].[Cs+].CS(O[CH2:21][C:22]([F:25])([F:24])[F:23])(=O)=O.O, predict the reaction product. The product is: [F:23][C:22]([F:25])([F:24])[CH2:21][N:1]1[CH:5]=[CH:4][C:3]([C:6]([O:8][CH3:9])=[O:7])=[N:2]1. (5) Given the reactants [C:1]1([C:7]2[N:8]=[C:9]([NH:12][C:13](=[O:49])[C@@H:14]([NH:31]C(OCC3C4C=CC=CC=4C4C3=CC=CC=4)=O)[CH2:15][CH2:16][CH2:17][CH2:18][NH:19][S:20](=[O:30])(=[O:29])[NH:21][C:22]([O:24][C:25]([CH3:28])([CH3:27])[CH3:26])=[O:23])[S:10][CH:11]=2)[CH:6]=[CH:5][CH:4]=[CH:3][CH:2]=1.N1CCCCC1, predict the reaction product. The product is: [NH2:31][C@H:14]([C:13](=[O:49])[NH:12][C:9]1[S:10][CH:11]=[C:7]([C:1]2[CH:6]=[CH:5][CH:4]=[CH:3][CH:2]=2)[N:8]=1)[CH2:15][CH2:16][CH2:17][CH2:18][NH:19][S:20]([NH:21][C:22](=[O:23])[O:24][C:25]([CH3:28])([CH3:27])[CH3:26])(=[O:29])=[O:30]. (6) Given the reactants Br[CH2:2][C:3]([C:5]1[CH:10]=[CH:9][CH:8]=[C:7]([Cl:11])[CH:6]=1)=[O:4].[S-:12][C:13]#[N:14].[K+].O, predict the reaction product. The product is: [Cl:11][C:7]1[CH:6]=[C:5]([C:3](=[O:4])[CH2:2][S:12][C:13]#[N:14])[CH:10]=[CH:9][CH:8]=1.